The task is: Predict the product of the given reaction.. This data is from Forward reaction prediction with 1.9M reactions from USPTO patents (1976-2016). (1) Given the reactants C(OC(=O)[NH:10][CH2:11][CH2:12][CH2:13][CH2:14][C:15]1[CH:20]=[CH:19][C:18]([CH2:21][CH2:22][CH2:23][CH2:24][NH:25][CH2:26][C@@H:27]([C:29]2[CH:34]=[CH:33][C:32]([O:35][CH2:36][C:37]3C=CC=CC=3)=[C:31]([NH:43][CH:44]=[O:45])[CH:30]=2)[OH:28])=[CH:17][CH:16]=1)C1C=CC=CC=1.C[OH:48], predict the reaction product. The product is: [C:36]([OH:48])(=[O:35])[CH3:37].[C:36]([OH:48])(=[O:35])[CH3:37].[NH2:10][CH2:11][CH2:12][CH2:13][CH2:14][C:15]1[CH:16]=[CH:17][C:18]([CH2:21][CH2:22][CH2:23][CH2:24][NH:25][CH2:26][C@@H:27]([C:29]2[CH:34]=[CH:33][C:32]([OH:35])=[C:31]([NH:43][CH:44]=[O:45])[CH:30]=2)[OH:28])=[CH:19][CH:20]=1. (2) Given the reactants [Br:1][C:2]1[CH:10]=[CH:9][C:5]([C:6]([OH:8])=O)=[C:4]([CH3:11])[N:3]=1.[CH:12]1([C:15]2[C:16]([N:24]3[CH2:29][CH2:28][NH:27][CH2:26][CH2:25]3)=[N:17][CH:18]=[C:19]([CH:21]3[CH2:23][CH2:22]3)[CH:20]=2)[CH2:14][CH2:13]1, predict the reaction product. The product is: [Br:1][C:2]1[N:3]=[C:4]([CH3:11])[C:5]([C:6]([N:27]2[CH2:28][CH2:29][N:24]([C:16]3[C:15]([CH:12]4[CH2:13][CH2:14]4)=[CH:20][C:19]([CH:21]4[CH2:23][CH2:22]4)=[CH:18][N:17]=3)[CH2:25][CH2:26]2)=[O:8])=[CH:9][CH:10]=1. (3) Given the reactants C[O:2][C:3](=[O:41])[CH2:4][C:5]1[CH:40]=[CH:39][CH:38]=[CH:37][C:6]=1[CH2:7][CH2:8][C:9]1[C:14]([C:15]([F:18])([F:17])[F:16])=[CH:13][N:12]=[C:11]([NH:19][C:20]2[CH:21]=[C:22]3[C:27](=[CH:28][CH:29]=2)[CH2:26][N:25]([C:30]([O:32][C:33]([CH3:36])([CH3:35])[CH3:34])=[O:31])[CH2:24][CH2:23]3)[N:10]=1.O.[OH-].[Li+:44], predict the reaction product. The product is: [C:33]([O:32][C:30]([N:25]1[CH2:24][CH2:23][C:22]2[C:27](=[CH:28][CH:29]=[C:20]([NH:19][C:11]3[N:10]=[C:9]([CH2:8][CH2:7][C:6]4[CH:37]=[CH:38][CH:39]=[CH:40][C:5]=4[CH2:4][C:3]([O-:41])=[O:2])[C:14]([C:15]([F:17])([F:16])[F:18])=[CH:13][N:12]=3)[CH:21]=2)[CH2:26]1)=[O:31])([CH3:36])([CH3:34])[CH3:35].[Li+:44]. (4) Given the reactants [Cl:1][C:2]1[CH:3]=[C:4]([C:8]2[N:9]=[CH:10][C:11]3[CH2:12][CH2:13][CH2:14][C:15]4([C:21](=[O:22])[N:20]([CH3:23])[C:19](=O)[NH:18]4)[C:16]=3[CH:17]=2)[CH:5]=[CH:6][CH:7]=1.COC1C=CC(P2(SP(C3C=CC(OC)=CC=3)(=S)S2)=[S:34])=CC=1.C1(C)C=CC=CC=1, predict the reaction product. The product is: [Cl:1][C:2]1[CH:3]=[C:4]([C:8]2[N:9]=[CH:10][C:11]3[CH2:12][CH2:13][CH2:14][C:15]4([C:21](=[O:22])[N:20]([CH3:23])[C:19](=[S:34])[NH:18]4)[C:16]=3[CH:17]=2)[CH:5]=[CH:6][CH:7]=1. (5) Given the reactants [PH2:1]([OH:3])=[O:2].C1(C)C=CC=CC=1.[CH2:11]([N:13]([CH2:16][CH3:17])[CH2:14][CH3:15])[CH3:12], predict the reaction product. The product is: [PH2:1]([O-:3])=[O:2].[CH2:11]([NH+:13]([CH2:16][CH3:17])[CH2:14][CH3:15])[CH3:12].